Dataset: Catalyst prediction with 721,799 reactions and 888 catalyst types from USPTO. Task: Predict which catalyst facilitates the given reaction. Reactant: [Li:1]CCCC.[CH3:6][Si:7]([CH3:14])([CH3:13])[NH:8][Si:9]([CH3:12])([CH3:11])[CH3:10].[NH4+].[Cl-]. Product: [CH3:6][Si:7]([CH3:14])([CH3:13])[N-:8][Si:9]([CH3:12])([CH3:11])[CH3:10].[Li+:1]. The catalyst class is: 1.